From a dataset of Forward reaction prediction with 1.9M reactions from USPTO patents (1976-2016). Predict the product of the given reaction. (1) Given the reactants [Cl:1][C:2]1[CH:7]=[CH:6][C:5]([S:8][CH2:9][CH2:10][C:11](O)=[O:12])=[C:4]([NH:14][S:15]([C:18]2[CH:23]=[CH:22][C:21]([Cl:24])=[CH:20][C:19]=2[F:25])(=[O:17])=[O:16])[CH:3]=1.[CH3:26][CH2:27][N:28]=[C:29]=NCCCN(C)C.Cl.C1C=CC2N(O)N=NC=2C=1.O.CNCC, predict the reaction product. The product is: [Cl:1][C:2]1[CH:7]=[CH:6][C:5]([S:8][CH2:9][CH2:10][C:11]([N:28]([CH2:27][CH3:26])[CH3:29])=[O:12])=[C:4]([NH:14][S:15]([C:18]2[CH:23]=[CH:22][C:21]([Cl:24])=[CH:20][C:19]=2[F:25])(=[O:17])=[O:16])[CH:3]=1. (2) Given the reactants Cl[C:2]1[C:7]([C:8]#[N:9])=[CH:6][C:5]([C:10]2[C:19]3[C:14](=[CH:15][C:16]([S:20]([NH:23][C:24]4[S:25][CH:26]=[N:27][N:28]=4)(=[O:22])=[O:21])=[CH:17][CH:18]=3)[N:13]=[CH:12][N:11]=2)=[C:4]([O:29][CH3:30])[CH:3]=1.[F:31][C:32]1[CH:33]=[C:34](B(O)O)[C:35]([O:38][CH3:39])=[N:36][CH:37]=1.P([O-])([O-])([O-])=O.[K+].[K+].[K+], predict the reaction product. The product is: [C:8]([C:7]1[C:2]([C:34]2[C:35]([O:38][CH3:39])=[N:36][CH:37]=[C:32]([F:31])[CH:33]=2)=[CH:3][C:4]([O:29][CH3:30])=[C:5]([C:10]2[C:19]3[C:14](=[CH:15][C:16]([S:20]([NH:23][C:24]4[S:25][CH:26]=[N:27][N:28]=4)(=[O:22])=[O:21])=[CH:17][CH:18]=3)[N:13]=[CH:12][N:11]=2)[CH:6]=1)#[N:9]. (3) Given the reactants [Cl:1][C:2]1[CH:10]=[CH:9][C:8]([N+:11]([O-:13])=[O:12])=[CH:7][C:3]=1[C:4](Cl)=[O:5].C([Sn](CCCC)(CCCC)[C:19]1[O:20][CH:21]=[CH:22][CH:23]=1)CCC, predict the reaction product. The product is: [O:20]1[CH:21]=[CH:22][CH:23]=[C:19]1[C:4]([C:3]1[CH:7]=[C:8]([N+:11]([O-:13])=[O:12])[CH:9]=[CH:10][C:2]=1[Cl:1])=[O:5]. (4) Given the reactants [F:1][CH:2]([F:30])[C:3]1[N:7]([C:8]2[N:13]=[C:12]([N:14]3[CH2:19][CH2:18][O:17][CH2:16][CH2:15]3)[N:11]=[C:10]([N:20]3[CH2:25][CH2:24][NH:23][CH2:22][CH2:21]3)[N:9]=2)[C:6]2[CH:26]=[CH:27][CH:28]=[CH:29][C:5]=2[N:4]=1.CCN(CC)CC.[CH3:38][S:39](Cl)(=[O:41])=[O:40].O, predict the reaction product. The product is: [F:30][CH:2]([F:1])[C:3]1[N:7]([C:8]2[N:9]=[C:10]([N:20]3[CH2:21][CH2:22][N:23]([S:39]([CH3:38])(=[O:41])=[O:40])[CH2:24][CH2:25]3)[N:11]=[C:12]([N:14]3[CH2:19][CH2:18][O:17][CH2:16][CH2:15]3)[N:13]=2)[C:6]2[CH:26]=[CH:27][CH:28]=[CH:29][C:5]=2[N:4]=1. (5) Given the reactants Br[C:2]1[CH:7]=[CH:6][C:5]2[C:8]3([CH2:23][O:24][C:4]=2[CH:3]=1)[C:16]1[C:11](=[CH:12][CH:13]=[CH:14][CH:15]=1)[N:10]([CH2:17][CH2:18][CH2:19][CH2:20][CH3:21])[C:9]3=[O:22].[N:25]1[CH:30]=[CH:29][CH:28]=[C:27](B(O)O)[CH:26]=1.C(=O)([O-])[O-].[Na+].[Na+], predict the reaction product. The product is: [CH2:17]([N:10]1[C:11]2[C:16](=[CH:15][CH:14]=[CH:13][CH:12]=2)[C:8]2([C:5]3[CH:6]=[CH:7][C:2]([C:27]4[CH:26]=[N:25][CH:30]=[CH:29][CH:28]=4)=[CH:3][C:4]=3[O:24][CH2:23]2)[C:9]1=[O:22])[CH2:18][CH2:19][CH2:20][CH3:21].